From a dataset of Full USPTO retrosynthesis dataset with 1.9M reactions from patents (1976-2016). Predict the reactants needed to synthesize the given product. (1) Given the product [Cl:28][C:29]1[CH:30]=[C:31](/[C:44](=[CH:48]\[CH:49]2[CH2:54][CH2:53][CH2:52][CH2:51][CH2:50]2)/[C:45]([NH:55][C:56]2[S:57][CH:58]=[CH:59][N:60]=2)=[O:46])[CH:32]=[CH:33][C:34]=1[N:35]1[C:39]([C:40]([F:43])([F:42])[F:41])=[N:38][N:37]=[N:36]1, predict the reactants needed to synthesize it. The reactants are: C1(P(C2C=CC=CC=2)C2C=CC=CC=2)C=CC=CC=1.BrN1C(=O)CCC1=O.[Cl:28][C:29]1[CH:30]=[C:31](/[C:44](=[CH:48]\[CH:49]2[CH2:54][CH2:53][CH2:52][CH2:51][CH2:50]2)/[C:45](O)=[O:46])[CH:32]=[CH:33][C:34]=1[N:35]1[C:39]([C:40]([F:43])([F:42])[F:41])=[N:38][N:37]=[N:36]1.[NH2:55][C:56]1[S:57][CH:58]=[CH:59][N:60]=1. (2) Given the product [N:1]12[CH2:8][CH2:7][CH:4]([CH2:5][CH2:6]1)[CH:3]([O:9][C:10](=[O:19])[NH:11][C:12]1[CH:13]=[C:14]([C:26]3[CH:25]=[CH:24][CH:23]=[C:22]([CH2:20][CH3:21])[CH:27]=3)[CH:15]=[CH:16][CH:17]=1)[CH2:2]2, predict the reactants needed to synthesize it. The reactants are: [N:1]12[CH2:8][CH2:7][CH:4]([CH2:5][CH2:6]1)[CH:3]([O:9][C:10](=[O:19])[NH:11][C:12]1[CH:17]=[CH:16][CH:15]=[C:14](Br)[CH:13]=1)[CH2:2]2.[CH2:20]([C:22]1[CH:23]=[C:24](B(O)O)[CH:25]=[CH:26][CH:27]=1)[CH3:21].